From a dataset of Forward reaction prediction with 1.9M reactions from USPTO patents (1976-2016). Predict the product of the given reaction. (1) Given the reactants [F:1][C:2]1[CH:3]=C[C:5]([N:8]2[C:16]3[CH:15]=[CH:14][N:13]=[CH:12][C:11]=3[N:10]=[CH:9]2)=[N:6][CH:7]=1.BrC1C=CC(F)=C[N:19]=1, predict the reaction product. The product is: [F:1][C:2]1[CH:7]=[N:6][C:5]([N:8]2[C:16]3[CH:15]=[CH:14][N:13]=[CH:12][C:11]=3[N:10]=[CH:9]2)=[N:19][CH:3]=1. (2) Given the reactants [C:1]1([N:7]=[C:8]=[S:9])[CH:6]=[CH:5][CH:4]=[CH:3][CH:2]=1.[CH3:10][N:11]([CH3:16])[CH2:12][CH2:13][CH2:14][NH2:15], predict the reaction product. The product is: [CH3:10][N:11]([CH3:16])[CH2:12][CH2:13][CH2:14][NH:15][C:8]([NH:7][C:1]1[CH:6]=[CH:5][CH:4]=[CH:3][CH:2]=1)=[S:9]. (3) Given the reactants [Cl:1][C:2]1[CH:7]=[C:6]([F:8])[CH:5]=[CH:4][C:3]=1[S:9]([CH:12]1[CH2:16][C@@H:15]([C:17]([OH:19])=O)[C@H:14]([CH2:20][O:21][C:22]2[CH:27]=[CH:26][C:25]([F:28])=[CH:24][CH:23]=2)[CH2:13]1)(=[O:11])=[O:10].[NH2:29][CH2:30][C:31]#[N:32], predict the reaction product. The product is: [C:30]([CH2:31][NH:32][C:17]([C@@H:15]1[CH2:16][CH:12]([S:9]([C:3]2[CH:4]=[CH:5][C:6]([F:8])=[CH:7][C:2]=2[Cl:1])(=[O:11])=[O:10])[CH2:13][C@H:14]1[CH2:20][O:21][C:22]1[CH:27]=[CH:26][C:25]([F:28])=[CH:24][CH:23]=1)=[O:19])#[N:29]. (4) Given the reactants [CH3:1][C:2]1[C:3]([CH2:16][C:17]2[O:21][C:20]([C:22]([O:24]C)=[O:23])=[CH:19][CH:18]=2)=[CH:4][C:5]2[C:6]([CH3:15])([CH3:14])[CH2:7][CH2:8][C:9]([CH3:13])([CH3:12])[C:10]=2[CH:11]=1.[OH-].[Na+].Cl, predict the reaction product. The product is: [CH3:1][C:2]1[C:3]([CH2:16][C:17]2[O:21][C:20]([C:22]([OH:24])=[O:23])=[CH:19][CH:18]=2)=[CH:4][C:5]2[C:6]([CH3:15])([CH3:14])[CH2:7][CH2:8][C:9]([CH3:12])([CH3:13])[C:10]=2[CH:11]=1. (5) Given the reactants [O:1]=[C:2]1[C:10]2[C:5](=[CH:6][CH:7]=[CH:8][CH:9]=2)[C:4](=[O:11])[N:3]1[CH2:12][C:13]([OH:15])=O.[CH3:16][C:17]1(C)[O:22]C(=O)[CH2:20][C:19](=O)[O:18]1.C1CCC(N=C=NC2CCCCC2)CC1, predict the reaction product. The product is: [O:11]=[C:4]1[C:5]2[C:10](=[CH:9][CH:8]=[CH:7][CH:6]=2)[C:2](=[O:1])[N:3]1[CH2:12][C:13](=[O:15])[CH2:16][C:17]([O:18][CH2:19][CH3:20])=[O:22].